From a dataset of Peptide-MHC class I binding affinity with 185,985 pairs from IEDB/IMGT. Regression. Given a peptide amino acid sequence and an MHC pseudo amino acid sequence, predict their binding affinity value. This is MHC class I binding data. (1) The peptide sequence is YLRQRQAAL. The MHC is BoLA-JSP.1 with pseudo-sequence BoLA-JSP.1. The binding affinity (normalized) is 0.294. (2) The binding affinity (normalized) is 0.0847. The peptide sequence is YEVPAALIL. The MHC is HLA-B08:02 with pseudo-sequence HLA-B08:02. (3) The peptide sequence is PSSKPDWFY. The MHC is HLA-A31:01 with pseudo-sequence HLA-A31:01. The binding affinity (normalized) is 0.0847. (4) The peptide sequence is DTLKVGNTY. The MHC is HLA-B51:01 with pseudo-sequence HLA-B51:01. The binding affinity (normalized) is 0.0847. (5) The peptide sequence is LSIIFGRSY. The MHC is HLA-B46:01 with pseudo-sequence HLA-B46:01. The binding affinity (normalized) is 0.0847. (6) The peptide sequence is RARKRGITL. The MHC is HLA-B07:02 with pseudo-sequence HLA-B07:02. The binding affinity (normalized) is 1.00. (7) The peptide sequence is MMAKEEELV. The MHC is HLA-A02:02 with pseudo-sequence HLA-A02:02. The binding affinity (normalized) is 0.981.